This data is from Forward reaction prediction with 1.9M reactions from USPTO patents (1976-2016). The task is: Predict the product of the given reaction. (1) Given the reactants O[C:2]1[CH:9]=[CH:8][C:5]([CH:6]=[O:7])=[CH:4][C:3]=1[CH3:10].C(=O)([O-])[O-].[K+].[K+].C1(=O)[O:21][CH2:20][CH2:19][O:18]1, predict the reaction product. The product is: [OH:18][CH2:19][CH2:20][O:21][C:4]1[C:3]([CH3:10])=[CH:2][CH:9]=[CH:8][C:5]=1[CH:6]=[O:7]. (2) Given the reactants [CH3:1][O:2][C:3]1[CH:8]=[C:7]([N+:9]([O-])=O)[CH:6]=[CH:5][C:4]=1[N:12]1[CH2:17][CH2:16][N:15](C)[CH2:14][CH2:13]1.[C:19](OCC)(=O)C, predict the reaction product. The product is: [CH3:1][O:2][C:3]1[CH:8]=[C:7]([NH2:9])[CH:6]=[CH:5][C:4]=1[N:12]1[CH2:17][CH2:16][NH:15][CH2:14][CH:13]1[CH3:19]. (3) Given the reactants [OH:1][C:2]1[CH:3]=[C:4]([CH2:8][N:9]2[CH2:14][CH2:13][N:12]([C:15]3[C:20]([C:21]([O:23][CH:24]([CH3:26])[CH3:25])=[O:22])=[CH:19][CH:18]=[CH:17][N:16]=3)[CH2:11][CH2:10]2)[CH:5]=[CH:6][CH:7]=1.[CH2:27]([O:29][C:30]1[CH:35]=[CH:34][C:33]([CH2:36]O)=[CH:32][CH:31]=1)[CH3:28].C1(P(C2C=CC=CC=2)C2C=CC=CC=2)C=CC=CC=1, predict the reaction product. The product is: [CH3:25][CH:24]([O:23][C:21]([C:20]1[C:15]([N:12]2[CH2:13][CH2:14][N:9]([CH2:8][C:4]3[CH:5]=[CH:6][CH:7]=[C:2]([O:1][CH2:36][C:33]4[CH:34]=[CH:35][C:30]([O:29][CH2:27][CH3:28])=[CH:31][CH:32]=4)[CH:3]=3)[CH2:10][CH2:11]2)=[N:16][CH:17]=[CH:18][CH:19]=1)=[O:22])[CH3:26]. (4) The product is: [CH3:16][N:15]([CH3:17])[C:13]([C:7]1[CH:8]=[C:9]2[C:4]([CH:3]=[C:1]([NH:20][C:21]3[CH:25]=[C:24]([CH3:26])[NH:23][N:22]=3)[N:2]=[C:10]2[OH:11])=[CH:5][C:6]=1[O:18][CH3:19])=[O:14]. Given the reactants [C:1]([CH2:3][C:4]1[C:9]([C:10](O)=[O:11])=[CH:8][C:7]([C:13]([N:15]([CH3:17])[CH3:16])=[O:14])=[C:6]([O:18][CH3:19])[CH:5]=1)#[N:2].[NH2:20][C:21]1[CH:25]=[C:24]([CH3:26])[NH:23][N:22]=1, predict the reaction product. (5) Given the reactants [NH2:1][C:2]1[CH:7]=[CH:6][C:5]([CH:8]([CH:10]2[CH2:15][CH2:14][N:13]([CH2:16][C:17]3[CH:22]=[CH:21][C:20]([C:23]([OH:32])([C:28]([F:31])([F:30])[F:29])[C:24]([F:27])([F:26])[F:25])=[CH:19][CH:18]=3)[CH2:12][CH2:11]2)[CH3:9])=[CH:4][CH:3]=1.Cl[C:34](OC1C=CC([N+]([O-])=O)=CC=1)=[O:35].[NH2:46][CH2:47][C:48]([CH3:51])([OH:50])[CH3:49].C(N(CC)CC)C, predict the reaction product. The product is: [F:27][C:24]([F:25])([F:26])[C:23]([C:20]1[CH:21]=[CH:22][C:17]([CH2:16][N:13]2[CH2:12][CH2:11][CH:10]([CH:8]([C:5]3[CH:6]=[CH:7][C:2]([NH:1][C:34]([NH:46][CH2:47][C:48]([OH:50])([CH3:51])[CH3:49])=[O:35])=[CH:3][CH:4]=3)[CH3:9])[CH2:15][CH2:14]2)=[CH:18][CH:19]=1)([OH:32])[C:28]([F:31])([F:29])[F:30]. (6) The product is: [CH3:21][N:22]1[CH2:27][C@@H:26]2[CH2:28][C@:23]1([C:2]1[CH:10]=[CH:9][CH:8]=[C:7]3[C:3]=1[CH:4]=[CH:5][N:6]3[S:11]([C:14]1[CH:19]=[CH:18][CH:17]=[CH:16][C:15]=1[CH3:20])(=[O:13])=[O:12])[CH2:24][NH:25]2. Given the reactants Br[C:2]1[CH:10]=[CH:9][CH:8]=[C:7]2[C:3]=1[CH:4]=[CH:5][N:6]2[S:11]([C:14]1[CH:19]=[CH:18][CH:17]=[CH:16][C:15]=1[CH3:20])(=[O:13])=[O:12].[CH3:21][N:22]1[CH2:27][C@@H:26]2[CH2:28][C@H:23]1[CH2:24][NH:25]2, predict the reaction product. (7) The product is: [C:1]([O:5][C:6]([N:8]1[CH2:13][CH2:12][CH:11]([CH2:14][N:15]([CH:16]2[CH2:25][CH2:24][C:23]3[C:18](=[CH:19][C:20]([O:26][CH3:27])=[CH:21][CH:22]=3)[CH2:17]2)[CH2:28][CH2:29][CH3:30])[CH2:10][CH2:9]1)=[O:7])([CH3:4])([CH3:3])[CH3:2]. Given the reactants [C:1]([O:5][C:6]([N:8]1[CH2:13][CH2:12][CH:11]([CH2:14][NH:15][CH:16]2[CH2:25][CH2:24][C:23]3[C:18](=[CH:19][C:20]([O:26][CH3:27])=[CH:21][CH:22]=3)[CH2:17]2)[CH2:10][CH2:9]1)=[O:7])([CH3:4])([CH3:3])[CH3:2].[CH:28](=O)[CH2:29][CH3:30].C(O[BH-](OC(=O)C)OC(=O)C)(=O)C.[Na+], predict the reaction product. (8) Given the reactants [C:1]1([S:7]([N:10]2[C:18]3[C:13](=[CH:14][CH:15]=[CH:16][C:17]=3[F:19])[CH:12]=[CH:11]2)(=[O:9])=[O:8])[CH:6]=[CH:5][CH:4]=[CH:3][CH:2]=1.[Br:20]Br.S(S([O-])=O)([O-])(=O)=O.[Na+].[Na+].[OH-].[NH4+], predict the reaction product. The product is: [C:1]1([S:7]([N:10]2[C:18]3[C:13](=[CH:14][CH:15]=[CH:16][C:17]=3[F:19])[C:12]([Br:20])=[CH:11]2)(=[O:9])=[O:8])[CH:2]=[CH:3][CH:4]=[CH:5][CH:6]=1. (9) Given the reactants [S:1]=[C:2]1[NH:6][C:5]2=[C:7]([C:11]([O:13]C)=[O:12])[CH:8]=[CH:9][CH:10]=[C:4]2[O:3]1.O.[OH-].[Li+:17], predict the reaction product. The product is: [S:1]=[C:2]1[NH:6][C:5]2=[C:7]([C:11]([O-:13])=[O:12])[CH:8]=[CH:9][CH:10]=[C:4]2[O:3]1.[Li+:17]. (10) The product is: [O:2]=[C:3]1[NH:15][CH2:14][CH:7]2[CH2:6][CH:5]1[C:13]1[CH:12]=[CH:11][CH:10]=[CH:9][C:8]=12. Given the reactants C[O:2][C:3]([CH:5]1[C:13]2[C:8](=[CH:9][CH:10]=[CH:11][CH:12]=2)[CH:7]([CH2:14][NH2:15])[CH2:6]1)=O.CC(C)([O-])C.[Na+], predict the reaction product.